Dataset: Forward reaction prediction with 1.9M reactions from USPTO patents (1976-2016). Task: Predict the product of the given reaction. (1) Given the reactants [CH3:13][C:12]([O:11][C:9](O[C:9]([O:11][C:12]([CH3:15])([CH3:14])[CH3:13])=[O:10])=[O:10])([CH3:15])[CH3:14].[NH2:16][C:17]1[CH:22]=[CH:21][N:20]=[CH:19][CH:18]=1, predict the reaction product. The product is: [C:12]([O:11][C:9](=[O:10])[NH:16][C:17]1[CH:22]=[CH:21][N:20]=[CH:19][CH:18]=1)([CH3:13])([CH3:14])[CH3:15]. (2) Given the reactants [SH:1][CH2:2][CH2:3][C:4]1[CH:14]=[CH:13][C:7]([C:8]([O:10][CH2:11][CH3:12])=[O:9])=[CH:6][CH:5]=1.[BH4-].I[C:17]1[CH:18]=[C:19]2[C:23](=[CH:24][CH:25]=1)[N:22]([CH3:26])[C:21](=[O:27])[C:20]2([O:30][CH3:31])[O:28][CH3:29], predict the reaction product. The product is: [CH3:29][O:28][C:20]1([O:30][CH3:31])[C:19]2[C:23](=[CH:24][CH:25]=[C:17]([S:1][CH2:2][CH2:3][C:4]3[CH:14]=[CH:13][C:7]([C:8]([O:10][CH2:11][CH3:12])=[O:9])=[CH:6][CH:5]=3)[CH:18]=2)[N:22]([CH3:26])[C:21]1=[O:27]. (3) Given the reactants [N:1]1([CH2:6][CH2:7][O:8][C:9]2[CH:14]=[CH:13][C:12]([NH2:15])=[CH:11][CH:10]=2)[CH2:5][CH2:4][CH2:3][CH2:2]1.[F:16][C:17]1[CH:25]=[CH:24][CH:23]=[C:22]2[C:18]=1[C:19](=[CH:27]O)[C:20](=[O:26])[NH:21]2, predict the reaction product. The product is: [F:16][C:17]1[CH:25]=[CH:24][CH:23]=[C:22]2[C:18]=1[C:19](=[CH:27][NH:15][C:12]1[CH:11]=[CH:10][C:9]([O:8][CH2:7][CH2:6][N:1]3[CH2:5][CH2:4][CH2:3][CH2:2]3)=[CH:14][CH:13]=1)[C:20](=[O:26])[NH:21]2. (4) Given the reactants Cl[C:2]1[CH:7]=[CH:6][C:5]([O:8][CH:9]([C:11]2[CH:16]=[CH:15][CH:14]=[CH:13][CH:12]=2)[CH3:10])=[CH:4][C:3]=1[N+:17]([O-:19])=[O:18].[NH2:20][C:21]1[CH:26]=[CH:25][C:24]([SH:27])=[CH:23][CH:22]=1.C(=O)([O-])[O-].[Cs+].[Cs+].C(OCC)(=O)C, predict the reaction product. The product is: [N+:17]([C:3]1[CH:4]=[C:5]([O:8][CH:9]([C:11]2[CH:16]=[CH:15][CH:14]=[CH:13][CH:12]=2)[CH3:10])[CH:6]=[CH:7][C:2]=1[S:27][C:24]1[CH:25]=[CH:26][C:21]([NH2:20])=[CH:22][CH:23]=1)([O-:19])=[O:18]. (5) The product is: [CH2:1]([O:8][C:9]1[CH:18]=[C:17]2[C:12]([C:13]([O:23][C:24]3[CH:29]=[CH:28][C:27]([NH:30][C:31](=[O:38])[C:32]4[CH:37]=[CH:36][CH:35]=[CH:34][CH:33]=4)=[CH:26][CH:25]=3)=[C:14]([Br:19])[CH:15]=[N:16]2)=[CH:11][C:10]=1[O:21][CH3:22])[C:2]1[CH:7]=[CH:6][CH:5]=[CH:4][CH:3]=1. Given the reactants [CH2:1]([O:8][C:9]1[CH:18]=[C:17]2[C:12]([C:13](Cl)=[C:14]([Br:19])[CH:15]=[N:16]2)=[CH:11][C:10]=1[O:21][CH3:22])[C:2]1[CH:7]=[CH:6][CH:5]=[CH:4][CH:3]=1.[OH:23][C:24]1[CH:29]=[CH:28][C:27]([NH:30][C:31](=[O:38])[C:32]2[CH:37]=[CH:36][CH:35]=[CH:34][CH:33]=2)=[CH:26][CH:25]=1, predict the reaction product. (6) Given the reactants [F:1][C:2]1[CH:7]=[C:6]([I:8])[CH:5]=[CH:4][C:3]=1[NH:9][C:10]1[C:18]([C:19]([OH:21])=O)=[CH:17][CH:16]=[C:15]2[C:11]=1[CH:12]=[N:13][N:14]2[S:22]([C:25]1[CH:30]=[CH:29][C:28]([CH3:31])=[CH:27][CH:26]=1)(=[O:24])=[O:23].CCN=C=NCCCN(C)C.C1C=CC2N(O)N=NC=2C=1.[CH:53]([O:55][CH2:56][CH2:57][O:58][NH2:59])=[CH2:54].CCN(C(C)C)C(C)C, predict the reaction product. The product is: [CH:53]([O:55][CH2:56][CH2:57][O:58][NH:59][C:19]([C:18]1[C:10]([NH:9][C:3]2[CH:4]=[CH:5][C:6]([I:8])=[CH:7][C:2]=2[F:1])=[C:11]2[C:15](=[CH:16][CH:17]=1)[N:14]([S:22]([C:25]1[CH:30]=[CH:29][C:28]([CH3:31])=[CH:27][CH:26]=1)(=[O:23])=[O:24])[N:13]=[CH:12]2)=[O:21])=[CH2:54]. (7) Given the reactants CS(C)=O.C(Cl)(=O)C(Cl)=O.[Si:11]([O:28][CH2:29][CH2:30][CH2:31][CH2:32][C@@H:33]1[O:35][C@@H:34]1[CH2:36][OH:37])([C:24]([CH3:27])([CH3:26])[CH3:25])([C:18]1[CH:23]=[CH:22][CH:21]=[CH:20][CH:19]=1)[C:12]1[CH:17]=[CH:16][CH:15]=[CH:14][CH:13]=1.C(N(CC)CC)C, predict the reaction product. The product is: [Si:11]([O:28][CH2:29][CH2:30][CH2:31][CH2:32][C@@H:33]1[O:35][C@@H:34]1[CH:36]=[O:37])([C:24]([CH3:27])([CH3:26])[CH3:25])([C:18]1[CH:23]=[CH:22][CH:21]=[CH:20][CH:19]=1)[C:12]1[CH:13]=[CH:14][CH:15]=[CH:16][CH:17]=1.